This data is from Full USPTO retrosynthesis dataset with 1.9M reactions from patents (1976-2016). The task is: Predict the reactants needed to synthesize the given product. (1) Given the product [OH:19][NH:18][C:8](=[O:9])[C:7]1[CH:12]=[C:3]([O:2][CH3:1])[CH:4]=[CH:5][C:6]=1[C:13]1[S:14][CH:15]=[CH:16][CH:17]=1, predict the reactants needed to synthesize it. The reactants are: [CH3:1][O:2][C:3]1[CH:4]=[CH:5][C:6]([C:13]2[S:14][CH:15]=[CH:16][CH:17]=2)=[C:7]([CH:12]=1)[C:8](OC)=[O:9].[NH2:18][OH:19].O.[OH-].[K+]. (2) Given the product [Cl:17][C:18]1[CH:23]=[CH:22][C:21]([S:24]([NH:27][CH:28]([C:30]2[CH:34]=[C:33]([CH2:35][CH3:1])[S:32][N:31]=2)[CH3:29])(=[O:25])=[O:26])=[CH:20][CH:19]=1, predict the reactants needed to synthesize it. The reactants are: [C:1](OC(=O)NC(C1C=C(C)SN=1)C)(C)(C)C.[Cl:17][C:18]1[CH:23]=[CH:22][C:21]([S:24]([NH:27][CH:28]([C:30]2[CH:34]=[C:33]([CH3:35])[S:32][N:31]=2)[CH3:29])(=[O:26])=[O:25])=[CH:20][CH:19]=1.C(OC(=O)NC(C1C=C(CC)SN=1)C)(C)(C)C. (3) Given the product [N+:1]([C:4]1[CH:5]=[C:6]([C:12]2[O:13][C:14]3[CH:20]=[CH:19][C:18]([C:26]4[CH:27]=[CH:28][C:23]([Cl:22])=[C:24]([CH3:32])[CH:25]=4)=[CH:17][C:15]=3[N:16]=2)[CH:7]=[CH:8][C:9]=1[O:10][CH3:11])([O-:3])=[O:2], predict the reactants needed to synthesize it. The reactants are: [N+:1]([C:4]1[CH:5]=[C:6]([C:12]2[O:13][C:14]3[CH:20]=[CH:19][C:18](Br)=[CH:17][C:15]=3[N:16]=2)[CH:7]=[CH:8][C:9]=1[O:10][CH3:11])([O-:3])=[O:2].[Cl:22][C:23]1[CH:28]=[CH:27][C:26](B(O)O)=[CH:25][C:24]=1[CH3:32]. (4) The reactants are: [Br:1][C:2]1[CH:7]=[CH:6][C:5]([S:8](Cl)(=[O:10])=[O:9])=[C:4]([CH3:12])[CH:3]=1.[NH4+:13].[OH-]. Given the product [Br:1][C:2]1[CH:7]=[CH:6][C:5]([S:8]([NH2:13])(=[O:10])=[O:9])=[C:4]([CH3:12])[CH:3]=1, predict the reactants needed to synthesize it. (5) Given the product [C:30]([OH:37])(=[O:36])/[CH:31]=[CH:32]/[C:33]([OH:35])=[O:34].[Cl:1][C:2]1[CH:7]=[N:6][NH:5][C:4](=[O:8])[C:3]=1[NH:9][CH2:10][CH2:11][CH2:12][N:13]([CH2:15][CH2:16][C:17]1[CH:22]=[CH:21][C:20]([O:23][CH3:24])=[C:19]([O:25][CH3:26])[CH:18]=1)[CH3:14], predict the reactants needed to synthesize it. The reactants are: [Cl:1][C:2]1[CH:7]=[N:6][NH:5][C:4](=[O:8])[C:3]=1[NH:9][CH2:10][CH2:11][CH2:12][N:13]([CH2:15][CH2:16][C:17]1[CH:22]=[CH:21][C:20]([O:23][CH3:24])=[C:19]([O:25][CH3:26])[CH:18]=1)[CH3:14].C(O)C.[C:30]([OH:37])(=[O:36])/[CH:31]=[CH:32]/[C:33]([OH:35])=[O:34]. (6) Given the product [BrH:26].[CH3:1][NH:2][C@@H:13]1[CH2:18][CH2:17][CH2:16][CH2:15][C@H:14]1[C:19]([OH:21])=[O:20], predict the reactants needed to synthesize it. The reactants are: [CH3:1][N:2]([C@@H:13]1[CH2:18][CH2:17][CH2:16][CH2:15][C@H:14]1[C:19]([OH:21])=[O:20])S(C1C=CC(C)=CC=1)(=O)=O.C(O)(=O)C.[BrH:26]. (7) Given the product [Cl-:11].[CH3:1][NH+:2]1[CH2:6][CH2:5][N:4]([CH3:7])[CH:3]1[N:16]1[CH2:17][CH2:18][CH2:15][CH2:14]1, predict the reactants needed to synthesize it. The reactants are: [CH3:1][N:2]1[CH2:6][CH2:5][N:4]([CH3:7])[C:3]1=O.P(Cl)(Cl)([Cl:11])=O.[CH2:14]([N:16](CC)[CH2:17][CH3:18])[CH3:15].N1CCCC1.